Dataset: Reaction yield outcomes from USPTO patents with 853,638 reactions. Task: Predict the reaction yield, written as a fraction of the theoretical maximum amount of product (1.0 means a 100% yield; for example, 0.34 means a 34% yield). (1) The reactants are [NH2:1][C:2]1[N:7]=[CH:6][N:5]=[C:4]2[N:8]([CH:12]([C:14]3[O:15][C:16]4[C:21]([C:22](=[O:31])[C:23]=3[C:24]3[CH:29]=[CH:28][CH:27]=[C:26]([F:30])[CH:25]=3)=[CH:20][CH:19]=[CH:18][CH:17]=4)[CH3:13])[N:9]=[C:10](I)[C:3]=12.[CH3:32][C:33]1[C:37](B2OC(C)(C)C(C)(C)O2)=[C:36]([CH3:47])[NH:35][N:34]=1.C(=O)([O-])[O-].[Na+].[Na+].ClCCl. The catalyst is CN(C=O)C.C(O)C.O. The product is [NH2:1][C:2]1[N:7]=[CH:6][N:5]=[C:4]2[N:8]([CH:12]([C:14]3[O:15][C:16]4[C:21]([C:22](=[O:31])[C:23]=3[C:24]3[CH:29]=[CH:28][CH:27]=[C:26]([F:30])[CH:25]=3)=[CH:20][CH:19]=[CH:18][CH:17]=4)[CH3:13])[N:9]=[C:10]([C:37]3[C:33]([CH3:32])=[N:34][NH:35][C:36]=3[CH3:47])[C:3]=12. The yield is 0.0700. (2) The reactants are [SH:1][C:2]1[C:7]([CH3:8])=[CH:6][C:5]([OH:9])=[C:4]([CH3:10])[CH:3]=1.C(=O)([O-])[O-].[Cs+].[Cs+].[CH3:17][O:18][C:19](=[O:24])[C:20](Br)([CH3:22])[CH3:21]. The catalyst is C(#N)C. The product is [CH3:17][O:18][C:19](=[O:24])[C:20]([S:1][C:2]1[CH:3]=[C:4]([CH3:10])[C:5]([OH:9])=[CH:6][C:7]=1[CH3:8])([CH3:22])[CH3:21]. The yield is 0.130. (3) The reactants are C([Si](C)(C)[O:6][CH2:7][C:8]([N:11]([C:25](=[O:34])[C:26]1[CH:31]=[C:30]([CH3:32])[CH:29]=[C:28]([CH3:33])[CH:27]=1)[NH:12][C:13](=O)[C:14]1[CH:19]=[CH:18][CH:17]=[C:16]([O:20][CH3:21])[C:15]=1[CH2:22][CH3:23])([CH3:10])[CH3:9])(C)(C)C.[F-].[CH2:38]([N+](CCCC)(CCCC)CCCC)CCC.CCOCC. The catalyst is C1COCC1. The product is [CH2:22]([C:15]1[C:16]([O:20][CH3:21])=[CH:17][CH:18]=[CH:19][C:14]=1[C:13]([NH:12][N:11]([C:8]([CH3:9])([CH3:10])[CH2:7][OH:6])[C:25](=[O:34])[C:26]1[CH:31]=[C:30]([CH3:32])[CH:29]=[C:28]([CH3:33])[CH:27]=1)=[CH2:38])[CH3:23]. The yield is 0.670. (4) The reactants are [Cl:1][C:2]1[N:3]=[C:4](Cl)[C:5]2[CH2:10][O:9][C:8](=[O:11])[C:6]=2[N:7]=1.[NH:13]1[CH2:18][CH2:17][O:16][CH2:15][CH2:14]1.C(N(CC)CC)C.CCOC(C)=O. The catalyst is C(Cl)Cl. The product is [Cl:1][C:2]1[N:3]=[C:4]([N:13]2[CH2:18][CH2:17][O:16][CH2:15][CH2:14]2)[C:5]2[CH2:10][O:9][C:8](=[O:11])[C:6]=2[N:7]=1. The yield is 0.670.